This data is from NCI-60 drug combinations with 297,098 pairs across 59 cell lines. The task is: Regression. Given two drug SMILES strings and cell line genomic features, predict the synergy score measuring deviation from expected non-interaction effect. (1) Drug 1: C1=CC(=CC=C1CCC2=CNC3=C2C(=O)NC(=N3)N)C(=O)NC(CCC(=O)O)C(=O)O. Drug 2: COC1=C2C(=CC3=C1OC=C3)C=CC(=O)O2. Cell line: HCT116. Synergy scores: CSS=37.9, Synergy_ZIP=2.64, Synergy_Bliss=-1.20, Synergy_Loewe=-26.4, Synergy_HSA=-0.927. (2) Drug 2: C1C(C(OC1N2C=NC3=C2NC=NCC3O)CO)O. Cell line: LOX IMVI. Drug 1: C1CNP(=O)(OC1)N(CCCl)CCCl. Synergy scores: CSS=-7.62, Synergy_ZIP=14.2, Synergy_Bliss=18.7, Synergy_Loewe=-10.8, Synergy_HSA=-1.96. (3) Drug 1: CCC(=C(C1=CC=CC=C1)C2=CC=C(C=C2)OCCN(C)C)C3=CC=CC=C3.C(C(=O)O)C(CC(=O)O)(C(=O)O)O. Drug 2: C1=CC=C(C=C1)NC(=O)CCCCCCC(=O)NO. Cell line: CAKI-1. Synergy scores: CSS=40.0, Synergy_ZIP=-5.77, Synergy_Bliss=-6.34, Synergy_Loewe=-43.9, Synergy_HSA=-7.77. (4) Drug 1: C1CCN(CC1)CCOC2=CC=C(C=C2)C(=O)C3=C(SC4=C3C=CC(=C4)O)C5=CC=C(C=C5)O. Drug 2: C1=CC(=CC=C1C#N)C(C2=CC=C(C=C2)C#N)N3C=NC=N3. Cell line: SK-MEL-2. Synergy scores: CSS=-0.303, Synergy_ZIP=0.622, Synergy_Bliss=2.24, Synergy_Loewe=-2.36, Synergy_HSA=-0.865. (5) Cell line: MDA-MB-435. Synergy scores: CSS=20.4, Synergy_ZIP=-5.96, Synergy_Bliss=2.66, Synergy_Loewe=-3.82, Synergy_HSA=0.0788. Drug 2: CC(C)(C#N)C1=CC(=CC(=C1)CN2C=NC=N2)C(C)(C)C#N. Drug 1: C1C(C(OC1N2C=NC3=C(N=C(N=C32)Cl)N)CO)O. (6) Drug 1: C1CCC(C1)C(CC#N)N2C=C(C=N2)C3=C4C=CNC4=NC=N3. Drug 2: CN(C)N=NC1=C(NC=N1)C(=O)N. Cell line: HT29. Synergy scores: CSS=-6.02, Synergy_ZIP=1.20, Synergy_Bliss=-3.15, Synergy_Loewe=-11.8, Synergy_HSA=-8.36. (7) Cell line: SK-MEL-2. Synergy scores: CSS=1.92, Synergy_ZIP=3.54, Synergy_Bliss=9.67, Synergy_Loewe=-0.875, Synergy_HSA=0.448. Drug 1: CC1=CC2C(CCC3(C2CCC3(C(=O)C)OC(=O)C)C)C4(C1=CC(=O)CC4)C. Drug 2: C1CN(CCN1C(=O)CCBr)C(=O)CCBr. (8) Drug 1: CC1C(C(CC(O1)OC2CC(OC(C2O)C)OC3=CC4=CC5=C(C(=O)C(C(C5)C(C(=O)C(C(C)O)O)OC)OC6CC(C(C(O6)C)O)OC7CC(C(C(O7)C)O)OC8CC(C(C(O8)C)O)(C)O)C(=C4C(=C3C)O)O)O)O. Drug 2: C1=NNC2=C1C(=O)NC=N2. Cell line: MOLT-4. Synergy scores: CSS=13.1, Synergy_ZIP=-1.26, Synergy_Bliss=-2.49, Synergy_Loewe=-1.15, Synergy_HSA=-1.24. (9) Drug 1: CNC(=O)C1=CC=CC=C1SC2=CC3=C(C=C2)C(=NN3)C=CC4=CC=CC=N4. Drug 2: C1=CC(=CC=C1CC(C(=O)O)N)N(CCCl)CCCl.Cl. Cell line: SK-MEL-5. Synergy scores: CSS=2.14, Synergy_ZIP=1.38, Synergy_Bliss=0.655, Synergy_Loewe=-7.96, Synergy_HSA=-7.25.